From a dataset of Catalyst prediction with 721,799 reactions and 888 catalyst types from USPTO. Predict which catalyst facilitates the given reaction. (1) Reactant: [O:1]=[C:2]1[NH:11][CH2:10][C:9]2[C:4](=[CH:5][CH:6]=[C:7]([N:12]3[CH2:17][CH2:16][N:15](C(OC(C)(C)C)=O)[CH2:14][CH2:13]3)[CH:8]=2)[NH:3]1.C(O)(C(F)(F)F)=O. Product: [N:12]1([C:7]2[CH:8]=[C:9]3[C:4](=[CH:5][CH:6]=2)[NH:3][C:2](=[O:1])[NH:11][CH2:10]3)[CH2:17][CH2:16][NH:15][CH2:14][CH2:13]1. The catalyst class is: 168. (2) Reactant: [NH2:1][C@H:2]([CH2:35]O)[CH2:3][CH2:4][C:5]1[C:10]([F:11])=[CH:9][CH:8]=[CH:7][C:6]=1[NH:12][C:13](=[O:34])[C@@H:14]([N:31]=[N+:32]=[N-:33])[C@@H:15]([C:24]1[CH:29]=[CH:28][C:27]([F:30])=[CH:26][CH:25]=1)[C:16]1[CH:17]=[N:18][C:19]([O:22][CH3:23])=[CH:20][CH:21]=1.C(N(CC)CC)C.[C:44]1([S:50](Cl)(=[O:52])=[O:51])[CH:49]=[CH:48][CH:47]=[CH:46][CH:45]=1.CS(Cl)(=O)=O. Product: [N:31]([C@@H:14]([C@@H:15]([C:24]1[CH:25]=[CH:26][C:27]([F:30])=[CH:28][CH:29]=1)[C:16]1[CH:17]=[N:18][C:19]([O:22][CH3:23])=[CH:20][CH:21]=1)[C:13]([NH:12][C:6]1[CH:7]=[CH:8][CH:9]=[C:10]([F:11])[C:5]=1[CH2:4][CH2:3][CH:2]1[CH2:35][N@@:1]1[S:50]([C:44]1[CH:49]=[CH:48][CH:47]=[CH:46][CH:45]=1)(=[O:52])=[O:51])=[O:34])=[N+:32]=[N-:33]. The catalyst class is: 154. (3) Reactant: [F:1][C:2]1[CH:3]=[C:4]([OH:9])[CH:5]=[CH:6][C:7]=1[F:8].C(=O)([O-])[O-].[K+].[K+].I[CH2:17][CH3:18]. Product: [CH2:17]([O:9][C:4]1[CH:5]=[CH:6][C:7]([F:8])=[C:2]([F:1])[CH:3]=1)[CH3:18]. The catalyst class is: 9. (4) Reactant: [Cl:1][C:2]1[CH:10]=[C:9]([NH:11][C:12]2[N:17]=[C:16]([O:18][C:19]3[CH:27]=[CH:26][CH:25]=[C:24]4[C:20]=3[C:21](=[O:29])[N:22]([CH3:28])[CH2:23]4)[C:15]([Cl:30])=[CH:14][N:13]=2)[C:8]([O:31][CH3:32])=[CH:7][C:3]=1[C:4](O)=[O:5].CN(C(ON1N=NC2C=CC=CC1=2)=[N+](C)C)C.[B-](F)(F)(F)F.CCN(C(C)C)C(C)C.[CH3:64][N:65]1[CH2:70][CH2:69][CH:68]([NH2:71])[CH2:67][CH2:66]1. Product: [Cl:1][C:2]1[CH:10]=[C:9]([NH:11][C:12]2[N:17]=[C:16]([O:18][C:19]3[CH:27]=[CH:26][CH:25]=[C:24]4[C:20]=3[C:21](=[O:29])[N:22]([CH3:28])[CH2:23]4)[C:15]([Cl:30])=[CH:14][N:13]=2)[C:8]([O:31][CH3:32])=[CH:7][C:3]=1[C:4]([NH:71][CH:68]1[CH2:69][CH2:70][N:65]([CH3:64])[CH2:66][CH2:67]1)=[O:5]. The catalyst class is: 3. (5) Reactant: [Cl:1][C:2]1[CH:3]=[CH:4][C:5]([O:22][CH2:23][C:24]([OH:26])=O)=[C:6]2[C:11]=1[N:10]=[C:9]([CH3:12])[C:8]([CH2:13][C:14]1[CH:19]=[CH:18][C:17]([Cl:20])=[CH:16][CH:15]=1)=[C:7]2[CH3:21].Cl.CN(C)CCCN=C=NCC.[C:39]1([S:45]([NH2:48])(=[O:47])=[O:46])[CH:44]=[CH:43][CH:42]=[CH:41][CH:40]=1. Product: [Cl:1][C:2]1[CH:3]=[CH:4][C:5]([O:22][CH2:23][C:24]([NH:48][S:45]([C:39]2[CH:44]=[CH:43][CH:42]=[CH:41][CH:40]=2)(=[O:47])=[O:46])=[O:26])=[C:6]2[C:11]=1[N:10]=[C:9]([CH3:12])[C:8]([CH2:13][C:14]1[CH:15]=[CH:16][C:17]([Cl:20])=[CH:18][CH:19]=1)=[C:7]2[CH3:21]. The catalyst class is: 166.